This data is from Retrosynthesis with 50K atom-mapped reactions and 10 reaction types from USPTO. The task is: Predict the reactants needed to synthesize the given product. (1) Given the product NC1(c2ccc(-c3oc4nc(N5CCNCC5)ncc4c3-c3ccccc3)cc2)CCC1, predict the reactants needed to synthesize it. The reactants are: CC(C)(C)OC(=O)NC1(c2ccc(-c3oc4nc(N5CCNCC5)ncc4c3-c3ccccc3)cc2)CCC1. (2) Given the product CCOC(=O)CNc1ccc2oc3c(OC)ccc(C(=O)Nc4c(Cl)cncc4Cl)c3c2c1, predict the reactants needed to synthesize it. The reactants are: CCOC(=O)C=O.COc1ccc(C(=O)Nc2c(Cl)cncc2Cl)c2c1oc1ccc(N)cc12. (3) The reactants are: CC(C)(C)C(=O)CBr.CCC(CC)(c1ccc(O)c(C)c1)c1cc2ccc(C(=O)OC)cc2s1. Given the product CCC(CC)(c1ccc(OCC(=O)C(C)(C)C)c(C)c1)c1cc2ccc(C(=O)OC)cc2s1, predict the reactants needed to synthesize it. (4) Given the product CC(C)(C)OC(=O)N1CC[C@@H](N)[C@@H](C(=O)N2CCC[C@@H](Cc3ccc(F)cc3)C2)C1, predict the reactants needed to synthesize it. The reactants are: CC(C)(C)OC(=O)N1CC[C@@H](NC(=O)OCc2ccccc2)[C@@H](C(=O)N2CCC[C@@H](Cc3ccc(F)cc3)C2)C1.